Task: Predict the reaction yield, written as a fraction of the theoretical maximum amount of product (1.0 means a 100% yield; for example, 0.34 means a 34% yield).. Dataset: Buchwald-Hartwig C-N cross coupling reaction yields with 55,370 reactions The product is Cc1ccc(Nc2ccccn2)cc1. The reactants are Clc1ccccn1.Cc1ccc(N)cc1.O=S(=O)(O[Pd]1c2ccccc2-c2ccccc2N~1)C(F)(F)F.COc1ccc(OC)c(P([C@]23C[C@H]4C[C@H](C[C@H](C4)C2)C3)[C@]23C[C@H]4C[C@H](C[C@H](C4)C2)C3)c1-c1c(C(C)C)cc(C(C)C)cc1C(C)C.CN1CCCN2CCCN=C12.COC(=O)c1cc(-c2cccs2)on1. The yield is 0.384. No catalyst specified.